The task is: Predict which catalyst facilitates the given reaction.. This data is from Catalyst prediction with 721,799 reactions and 888 catalyst types from USPTO. Reactant: C1C=CC(P(C2C=CC=CC=2)C2C=CC=CC=2)=CC=1.[CH3:20][O:21][C:22](=[O:64])[C:23]1[CH:28]=[CH:27][C:26]([O:29][CH2:30][CH2:31][C:32]2[C:40]3[C:35](=[CH:36][CH:37]=[C:38]([Cl:41])[CH:39]=3)[N:34]([CH:42]([C:49]3[CH:54]=[CH:53][CH:52]=[CH:51][CH:50]=3)[C:43]3[CH:48]=[CH:47][CH:46]=[CH:45][CH:44]=3)[C:33]=2[CH2:55][CH2:56][N:57]=[N+]=[N-])=[CH:25][C:24]=1[O:60][CH:61]([CH3:63])[CH3:62].O. Product: [CH3:20][O:21][C:22](=[O:64])[C:23]1[CH:28]=[CH:27][C:26]([O:29][CH2:30][CH2:31][C:32]2[C:40]3[C:35](=[CH:36][CH:37]=[C:38]([Cl:41])[CH:39]=3)[N:34]([CH:42]([C:43]3[CH:44]=[CH:45][CH:46]=[CH:47][CH:48]=3)[C:49]3[CH:54]=[CH:53][CH:52]=[CH:51][CH:50]=3)[C:33]=2[CH2:55][CH2:56][NH2:57])=[CH:25][C:24]=1[O:60][CH:61]([CH3:62])[CH3:63]. The catalyst class is: 1.